Dataset: CYP3A4 inhibition data for predicting drug metabolism from PubChem BioAssay. Task: Regression/Classification. Given a drug SMILES string, predict its absorption, distribution, metabolism, or excretion properties. Task type varies by dataset: regression for continuous measurements (e.g., permeability, clearance, half-life) or binary classification for categorical outcomes (e.g., BBB penetration, CYP inhibition). Dataset: cyp3a4_veith. (1) The drug is COc1ccc(-c2cnnc(CCCn3ccnc3-c3ccccc3)n2)cc1. The result is 1 (inhibitor). (2) The molecule is Cc1ccc2nc(-c3ccc(NC(=O)c4ccc(N)cc4)c(S(=O)(=O)O)c3)sc2c1. The result is 0 (non-inhibitor). (3) The molecule is CCC1CCc2c(c3ccccc3[nH]c2=O)O1. The result is 0 (non-inhibitor). (4) The molecule is CC1(C)CC2(CC(c3cccs3)c3cc(Cl)c(O)cc3O2)NC(=S)N1. The result is 0 (non-inhibitor). (5) The molecule is c1ccc2c[n+](CCCC[n+]3ccc4ccccc4c3)ccc2c1. The result is 0 (non-inhibitor). (6) The compound is Cc1cccc(CSCCNC(=O)c2ccc(N(C)S(=O)(=O)c3ccccc3)cc2)c1. The result is 1 (inhibitor). (7) The molecule is CC1(C)OC(=O)N(c2ccccn2)C1(C)O. The result is 0 (non-inhibitor).